This data is from Forward reaction prediction with 1.9M reactions from USPTO patents (1976-2016). The task is: Predict the product of the given reaction. Given the reactants C[N:2](C)/[CH:3]=[CH:4]/[C:5]([C:7]1[C:12](=[O:13])[CH:11]=[CH:10][N:9]([C:14]2[CH:15]=[C:16]([CH:19]=[CH:20][CH:21]=2)[C:17]#[N:18])[N:8]=1)=O.[F:23][C:24]1[CH:29]=[CH:28][C:27]([F:30])=[CH:26][C:25]=1[NH:31]N, predict the reaction product. The product is: [F:23][C:24]1[CH:29]=[CH:28][C:27]([F:30])=[CH:26][C:25]=1[N:31]1[C:5]([C:7]2[C:12](=[O:13])[CH:11]=[CH:10][N:9]([C:14]3[CH:15]=[C:16]([CH:19]=[CH:20][CH:21]=3)[C:17]#[N:18])[N:8]=2)=[CH:4][CH:3]=[N:2]1.